From a dataset of Forward reaction prediction with 1.9M reactions from USPTO patents (1976-2016). Predict the product of the given reaction. (1) Given the reactants [S:1]1[CH:5]=[CH:4][CH:3]=[C:2]1[CH:6]=O.[CH3:8][O:9][CH2:10][CH2:11][NH2:12].[C:13]1(=[O:24])[O:19][C:17](=O)[C:16]2=[CH:20][CH:21]=[CH:22][CH:23]=[C:15]2[CH2:14]1.[CH3:25][O:26][C:27]1[CH:28]=[C:29]([CH:32]=[CH:33][CH:34]=1)[NH:30][CH3:31], predict the reaction product. The product is: [CH3:8][O:9][CH2:10][CH2:11][N:12]1[CH:6]([C:2]2[S:1][CH:5]=[CH:4][CH:3]=2)[CH:14]([C:13]([N:30]([C:29]2[CH:32]=[CH:33][CH:34]=[C:27]([O:26][CH3:25])[CH:28]=2)[CH3:31])=[O:24])[C:15]2[C:16](=[CH:20][CH:21]=[CH:22][CH:23]=2)[C:17]1=[O:19]. (2) Given the reactants [CH2:1]([O:8][C:9]([N:11]1[CH2:27][CH2:26][C:15]2[C:16]3[CH:17]([OH:25])[C:18]([F:24])([F:23])[CH2:19][C:20]=3[CH:21]=[CH:22][C:14]=2[CH2:13][CH2:12]1)=[O:10])[C:2]1[CH:7]=[CH:6][CH:5]=[CH:4][CH:3]=1.[BH4-].[Na+].[CH3:30]I, predict the reaction product. The product is: [CH2:1]([O:8][C:9]([N:11]1[CH2:27][CH2:26][C:15]2[C:16]3[CH:17]([O:25][CH3:30])[C:18]([F:23])([F:24])[CH2:19][C:20]=3[CH:21]=[CH:22][C:14]=2[CH2:13][CH2:12]1)=[O:10])[C:2]1[CH:3]=[CH:4][CH:5]=[CH:6][CH:7]=1. (3) Given the reactants C(Cl)Cl.[C:4]([O:8][C:9]([N:11]([CH2:34][C:35]([O:37][C:38]([CH3:41])([CH3:40])[CH3:39])=[O:36])[C:12]1[CH:17]=[CH:16][CH:15]=[C:14]([CH2:18][NH:19][CH2:20][C:21]2[CH:26]=[CH:25][C:24]([C:27]([CH3:33])([CH3:32])[CH2:28][CH2:29][CH2:30][CH3:31])=[CH:23][CH:22]=2)[N:13]=1)=[O:10])([CH3:7])([CH3:6])[CH3:5].[CH3:42][O:43][C:44]1[CH:49]=[CH:48][C:47]([S:50](Cl)(=[O:52])=[O:51])=[CH:46][CH:45]=1.C(N(CC)CC)C, predict the reaction product. The product is: [C:4]([O:8][C:9]([N:11]([CH2:34][C:35]([O:37][C:38]([CH3:40])([CH3:39])[CH3:41])=[O:36])[C:12]1[CH:17]=[CH:16][CH:15]=[C:14]([CH:18]([S:50]([C:47]2[CH:46]=[CH:45][C:44]([O:43][CH3:42])=[CH:49][CH:48]=2)(=[O:52])=[O:51])[NH:19][CH2:20][C:21]2[CH:26]=[CH:25][C:24]([C:27]([CH3:33])([CH3:32])[CH2:28][CH2:29][CH2:30][CH3:31])=[CH:23][CH:22]=2)[N:13]=1)=[O:10])([CH3:7])([CH3:5])[CH3:6]. (4) The product is: [N:21]1([CH:17]([CH3:18])[CH2:16][C:12]2[CH:11]=[C:10]([C:7]3[CH:8]=[CH:9][N:4]4[CH:3]=[CH:2][N:1]=[C:5]4[CH:6]=3)[CH:15]=[CH:14][N:13]=2)[CH2:26][CH2:25][O:24][CH2:23][CH2:22]1. Given the reactants [N:1]1[CH:2]=[CH:3][N:4]2[CH:9]=[CH:8][C:7]([C:10]3[CH:15]=[CH:14][N:13]=[C:12]([CH2:16][C:17](=O)[CH3:18])[CH:11]=3)=[CH:6][C:5]=12.Cl.[NH:21]1[CH2:26][CH2:25][O:24][CH2:23][CH2:22]1.C([BH3-])#N.[Na+], predict the reaction product. (5) Given the reactants [CH2:1]1[O:5][CH2:4][O:3][CH:2]1[CH2:6][OH:7].C[Si]([N-][Si](C)(C)C)(C)C.[Li+].[CH:18]1([NH:21][C:22]([C:24]2[S:37][C:27]3=[N:28][C:29](S(C)=O)=[C:30]([Cl:33])[C:31]([CH3:32])=[C:26]3[C:25]=2[NH2:38])=[O:23])[CH2:20][CH2:19]1, predict the reaction product. The product is: [CH:18]1([NH:21][C:22]([C:24]2[S:37][C:27]3=[N:28][C:29]([O:7][CH2:6][CH:2]4[CH2:1][O:5][CH2:4][O:3]4)=[C:30]([Cl:33])[C:31]([CH3:32])=[C:26]3[C:25]=2[NH2:38])=[O:23])[CH2:20][CH2:19]1. (6) Given the reactants [Br:1][C:2]1[C:10]2[O:9][CH:8]=[C:7]([C:11]([OH:13])=O)[C:6]=2[CH:5]=[CH:4][CH:3]=1.C1N=CN(C(N2C=NC=C2)=O)C=1.[CH3:26][NH:27][O:28][CH3:29], predict the reaction product. The product is: [Br:1][C:2]1[C:10]2[O:9][CH:8]=[C:7]([C:11]([N:27]([O:28][CH3:29])[CH3:26])=[O:13])[C:6]=2[CH:5]=[CH:4][CH:3]=1. (7) Given the reactants [NH2:1][C@:2]([CH3:14])([CH2:5][CH2:6][C:7]1[N:8]([CH2:12][CH3:13])[CH:9]=[CH:10][CH:11]=1)[CH2:3][OH:4].C(N([CH2:20][CH3:21])CC)C.[C:22](OC(=O)C)(=[O:24])[CH3:23].[OH2:29], predict the reaction product. The product is: [C:22]([O:4][CH2:3][C@@:2]([NH:1][C:20](=[O:29])[CH3:21])([CH3:14])[CH2:5][CH2:6][C:7]1[N:8]([CH2:12][CH3:13])[CH:9]=[CH:10][CH:11]=1)(=[O:24])[CH3:23]. (8) Given the reactants [O:1]1[CH2:6][CH2:5]OCC1.[F:7][CH2:8][C:9]1([C:14]#[N:15])CC(=C)[CH2:10]1.I([O-])(=O)(=O)=O.[Na+], predict the reaction product. The product is: [F:7][CH2:8][C:9]1([C:14]#[N:15])[CH2:5][C:6](=[O:1])[CH2:10]1. (9) Given the reactants [C:1]([O:5][C:6]([NH:8][C@H:9]([C:28]([O:30][C:31]([CH3:34])([CH3:33])[CH3:32])=[O:29])[CH2:10][C@H:11]([CH2:19][C:20]1[N:21]=[N:22][N:23]([CH2:25][CH2:26]O)[CH:24]=1)[C:12]([O:14][C:15]([CH3:18])([CH3:17])[CH3:16])=[O:13])=[O:7])([CH3:4])([CH3:3])[CH3:2].C(N(CC)CC)C.[F:42]C(F)(C(F)(F)F)C(F)(F)C(F)(F)S(F)(=O)=O.F.F.F.C(N(CC)CC)C, predict the reaction product. The product is: [C:1]([O:5][C:6]([NH:8][C@H:9]([C:28]([O:30][C:31]([CH3:34])([CH3:33])[CH3:32])=[O:29])[CH2:10][C@H:11]([CH2:19][C:20]1[N:21]=[N:22][N:23]([CH2:25][CH2:26][F:42])[CH:24]=1)[C:12]([O:14][C:15]([CH3:18])([CH3:17])[CH3:16])=[O:13])=[O:7])([CH3:4])([CH3:3])[CH3:2]. (10) Given the reactants [Cl:1][C:2]1[CH:7]=[C:6]([C:8](=[O:11])[NH:9][CH3:10])[CH:5]=[CH:4][C:3]=1[N:12]([CH3:31])[C:13]([C:15]1[S:30][C:18]2[C:19]3[CH:27]=[C:26]([C:28]#[N:29])[CH:25]=[CH:24][C:20]=3[O:21][CH2:22][CH2:23][C:17]=2[CH:16]=1)=[O:14].C(=O)([O-])[O-:33].[K+].[K+].OO, predict the reaction product. The product is: [Cl:1][C:2]1[CH:7]=[C:6]([C:8](=[O:11])[NH:9][CH3:10])[CH:5]=[CH:4][C:3]=1[N:12]([CH3:31])[C:13]([C:15]1[S:30][C:18]2[C:19]3[CH:27]=[C:26]([C:28]([NH2:29])=[O:33])[CH:25]=[CH:24][C:20]=3[O:21][CH2:22][CH2:23][C:17]=2[CH:16]=1)=[O:14].